Dataset: Forward reaction prediction with 1.9M reactions from USPTO patents (1976-2016). Task: Predict the product of the given reaction. (1) Given the reactants [C:1]([O:5][C:6]([N:8]1[CH2:13][CH2:12][N:11]([C:14]2[CH:19]=[CH:18][C:17]([NH2:20])=[CH:16][N:15]=2)[CH2:10][CH2:9]1)=[O:7])([CH3:4])([CH3:3])[CH3:2].ClC(Cl)(Cl)C[O:24][C:25](=O)[NH:26][C:27]1[N:28]([C:36]2[CH:41]=[CH:40][C:39]([CH3:42])=[CH:38][CH:37]=2)[N:29]=[C:30]([C:32]2([CH3:35])[CH2:34][CH2:33]2)[CH:31]=1.C(N(C(C)C)CC)(C)C.O, predict the reaction product. The product is: [C:1]([O:5][C:6]([N:8]1[CH2:13][CH2:12][N:11]([C:14]2[CH:19]=[CH:18][C:17]([NH:20][C:25]([NH:26][C:27]3[N:28]([C:36]4[CH:37]=[CH:38][C:39]([CH3:42])=[CH:40][CH:41]=4)[N:29]=[C:30]([C:32]4([CH3:35])[CH2:33][CH2:34]4)[CH:31]=3)=[O:24])=[CH:16][N:15]=2)[CH2:10][CH2:9]1)=[O:7])([CH3:4])([CH3:2])[CH3:3]. (2) Given the reactants [Cl:1][C:2]1[CH:3]=[CH:4][C:5]2[NH:11][C:10](=O)[C@@H:9]([CH2:13][C:14]([O:16][CH:17]([CH3:19])[CH3:18])=[O:15])[S:8][C@H:7]([C:20]3[CH:25]=[CH:24][CH:23]=[CH:22][C:21]=3[O:26][CH3:27])[C:6]=2[CH:28]=1.COC1C=CC(P2(SP(C3C=CC(OC)=CC=3)(=S)S2)=[S:38])=CC=1, predict the reaction product. The product is: [Cl:1][C:2]1[CH:3]=[CH:4][C:5]2[NH:11][C:10](=[S:38])[C@@H:9]([CH2:13][C:14]([O:16][CH:17]([CH3:19])[CH3:18])=[O:15])[S:8][C@H:7]([C:20]3[CH:25]=[CH:24][CH:23]=[CH:22][C:21]=3[O:26][CH3:27])[C:6]=2[CH:28]=1. (3) The product is: [Cl:1][C:2]1[N:11]=[C:10]([N:12]2[CH2:19][CH:18]3[CH:14]([NH:15][CH2:16][CH2:17]3)[CH2:13]2)[C:9]2[C:4](=[N:5][CH:6]=[CH:7][N:8]=2)[CH:3]=1. Given the reactants [Cl:1][C:2]1[N:11]=[C:10]([N:12]2[CH2:19][CH:18]3[CH:14]([N:15](C(OCC4C5C=CC=CC=5C5C4=CC=CC=5)=O)[CH2:16][CH2:17]3)[CH2:13]2)[C:9]2[C:4](=[N:5][CH:6]=[CH:7][N:8]=2)[CH:3]=1.N1CCCCC1, predict the reaction product. (4) Given the reactants Br[CH2:2][C:3]1[N:8]([C:9]2[CH:14]=[CH:13][CH:12]=[C:11]([C:15]([F:18])([F:17])[F:16])[CH:10]=2)[C:7](=[O:19])[NH:6][CH:5]([C:20]2[CH:25]=[CH:24][C:23]([C:26]#[N:27])=[CH:22][C:21]=2[C:28]([F:31])([F:30])[F:29])[C:4]=1[C:32]([O:34]CC)=O.[CH3:37][NH:38][NH2:39], predict the reaction product. The product is: [CH3:37][N:38]1[CH2:2][C:3]2[N:8]([C:9]3[CH:14]=[CH:13][CH:12]=[C:11]([C:15]([F:17])([F:16])[F:18])[CH:10]=3)[C:7](=[O:19])[NH:6][CH:5]([C:20]3[CH:25]=[CH:24][C:23]([C:26]#[N:27])=[CH:22][C:21]=3[C:28]([F:29])([F:31])[F:30])[C:4]=2[C:32](=[O:34])[NH:39]1. (5) The product is: [CH3:1][C:2]1[N:6]=[C:5]([CH2:7][O:8][C:9]2[CH:14]=[CH:13][C:12]3[N:15]=[C:37]([C:36]4[CH:35]=[CH:34][C:33]([C:31]([NH:30][C:26]5[CH:25]=[C:24]6[C:29](=[CH:28][CH:27]=5)[NH:21][CH:22]=[CH:23]6)=[O:32])=[CH:40][CH:39]=4)[NH:18][C:11]=3[CH:10]=2)[O:4][N:3]=1. Given the reactants [CH3:1][C:2]1[N:6]=[C:5]([CH2:7][O:8][C:9]2[CH:14]=[CH:13][C:12]([N+:15]([O-])=O)=[C:11]([N+:18]([O-])=O)[CH:10]=2)[O:4][N:3]=1.[NH:21]1[C:29]2[C:24](=[CH:25][C:26]([NH:30][C:31]([C:33]3[CH:40]=[CH:39][C:36]([CH:37]=O)=[CH:35][CH:34]=3)=[O:32])=[CH:27][CH:28]=2)[CH:23]=[CH:22]1, predict the reaction product. (6) Given the reactants [N-:1]=[N+:2]=[N-:3].[Na+].[C:5]([C:7]1[CH:31]=[CH:30][C:10]([CH2:11][C:12]23[CH2:19][CH2:18][CH2:17][N:16]2[C:15](=[O:20])[N:14]([C:21]2[CH:26]=[C:25]([Cl:27])[CH:24]=[C:23]([Cl:28])[CH:22]=2)[C:13]3=[O:29])=[CH:9][CH:8]=1)#[N:6], predict the reaction product. The product is: [NH:1]1[C:5]([C:7]2[CH:8]=[CH:9][C:10]([CH2:11][C:12]34[CH2:19][CH2:18][CH2:17][N:16]3[C:15](=[O:20])[N:14]([C:21]3[CH:22]=[C:23]([Cl:28])[CH:24]=[C:25]([Cl:27])[CH:26]=3)[C:13]4=[O:29])=[CH:30][CH:31]=2)=[N:6][N:3]=[N:2]1. (7) Given the reactants Br[C:2]1[C:3]([C:15]2[CH:20]=[CH:19][CH:18]=[C:17]([F:21])[CH:16]=2)=[N:4][N:5]2[C:10]=1[CH:9]=[CH:8][C:7]([O:11][CH:12]([F:14])[F:13])=[N:6]2.C(=O)([O-])[O-].[Na+].[Na+].[CH3:28][S:29]([C:32]1[CH:37]=[CH:36][C:35](B(O)O)=[CH:34][CH:33]=1)(=[O:31])=[O:30], predict the reaction product. The product is: [F:13][CH:12]([F:14])[O:11][C:7]1[CH:8]=[CH:9][C:10]2[N:5]([N:4]=[C:3]([C:15]3[CH:20]=[CH:19][CH:18]=[C:17]([F:21])[CH:16]=3)[C:2]=2[C:35]2[CH:36]=[CH:37][C:32]([S:29]([CH3:28])(=[O:31])=[O:30])=[CH:33][CH:34]=2)[N:6]=1. (8) Given the reactants Br[C:2]1[CH:7]=[C:6]([CH3:8])[C:5](OC)=[CH:4][C:3]=1[N:11]([CH2:17][C:18]1[CH:23]=[CH:22][C:21]([O:24][CH3:25])=[CH:20][CH:19]=1)[C:12](=[O:16])[CH:13]([CH3:15])[CH3:14].CC(C)([O-])C.[Na+].C1(P(C2CCCCC2)C2CCCCC2)CCCCC1, predict the reaction product. The product is: [CH3:25][O:24][C:21]1[CH:22]=[CH:23][C:18]([CH2:17][N:11]2[C:3]3[C:2](=[CH:7][C:6]([CH3:8])=[CH:5][CH:4]=3)[C:13]([CH3:14])([CH3:15])[C:12]2=[O:16])=[CH:19][CH:20]=1. (9) The product is: [Cl:1][C:2]1[CH:3]=[C:4]([N:9]2[C:14]([C:15]3[CH:20]=[CH:19][CH:18]=[CH:17][CH:16]=3)=[CH:13][NH:12][C:10]2=[O:11])[CH:5]=[CH:6][C:7]=1[Cl:8]. Given the reactants [Cl:1][C:2]1[CH:3]=[C:4]([NH:9][C:10]([NH:12][CH2:13][C:14](=O)[C:15]2[CH:20]=[CH:19][CH:18]=[CH:17][CH:16]=2)=[O:11])[CH:5]=[CH:6][C:7]=1[Cl:8], predict the reaction product. (10) Given the reactants Br[CH2:2][CH2:3][CH2:4][CH2:5][CH2:6][CH2:7][CH2:8][CH3:9].[C:10]([OH:17])(=[O:16])[CH2:11][CH2:12][C:13]([CH3:15])=[O:14].C([O-])([O-])=O.[K+].[K+], predict the reaction product. The product is: [C:10]([O:17][CH2:2][CH2:3][CH2:4][CH2:5][CH2:6][CH2:7][CH2:8][CH3:9])(=[O:16])[CH2:11][CH2:12][C:13]([CH3:15])=[O:14].